This data is from Reaction yield outcomes from USPTO patents with 853,638 reactions. The task is: Predict the reaction yield, written as a fraction of the theoretical maximum amount of product (1.0 means a 100% yield; for example, 0.34 means a 34% yield). (1) The reactants are [C:1]([C:5]1[CH:6]=[C:7]2[C:11](=[CH:12][C:13]=1[N+:14]([O-])=O)[NH:10][CH:9]=[CH:8]2)([CH3:4])([CH3:3])[CH3:2]. The catalyst is CO.[Ni]. The product is [C:1]([C:5]1[CH:6]=[C:7]2[C:11](=[CH:12][C:13]=1[NH2:14])[NH:10][CH:9]=[CH:8]2)([CH3:4])([CH3:2])[CH3:3]. The yield is 0.870. (2) The reactants are [Br:1][C:2]1[CH:3]=[C:4]([C:8]([O:10][CH3:11])=[O:9])[O:5][C:6]=1Br.C([Mg]Cl)(C)C.O. The catalyst is O1CCCC1. The product is [Br:1][C:2]1[CH:3]=[C:4]([C:8]([O:10][CH3:11])=[O:9])[O:5][CH:6]=1. The yield is 0.580.